Dataset: Forward reaction prediction with 1.9M reactions from USPTO patents (1976-2016). Task: Predict the product of the given reaction. (1) Given the reactants C([O:5][C:6](=[O:26])[C:7]1[CH:12]=[CH:11][C:10]([N:13]2[S:17](=[O:19])(=[O:18])[C:16]3[CH:20]=[CH:21][CH:22]=[CH:23][C:15]=3[S:14]2(=[O:25])=[O:24])=[CH:9][CH:8]=1)(C)(C)C.FC(F)(F)C(O)=O, predict the reaction product. The product is: [O:18]=[S:17]1(=[O:19])[C:16]2[CH:20]=[CH:21][CH:22]=[CH:23][C:15]=2[S:14](=[O:25])(=[O:24])[N:13]1[C:10]1[CH:11]=[CH:12][C:7]([C:6]([OH:26])=[O:5])=[CH:8][CH:9]=1. (2) The product is: [ClH:36].[NH2:27][CH2:26][CH2:25][N:24]([CH3:35])[C:21]1[CH:20]=[CH:19][C:18]([C:4]2[C:5]3[C:6]4[CH:17]=[CH:16][S:15][C:7]=4[C:8](=[O:14])[NH:9][C:10]=3[C:11]([CH3:13])=[CH:12][C:3]=2[O:2][CH3:1])=[CH:23][CH:22]=1. Given the reactants [CH3:1][O:2][C:3]1[CH:12]=[C:11]([CH3:13])[C:10]2[NH:9][C:8](=[O:14])[C:7]3[S:15][CH:16]=[CH:17][C:6]=3[C:5]=2[C:4]=1[C:18]1[CH:23]=[CH:22][C:21]([N:24]([CH3:35])[CH2:25][CH2:26][NH:27]C(=O)OC(C)(C)C)=[CH:20][CH:19]=1.[ClH:36], predict the reaction product. (3) The product is: [I:20][C:19]1[CH:8]=[CH:6][N:9]=[C:10]2[NH:33][N:34]=[C:21]([CH:22]([CH3:24])[CH3:23])[C:12]=12. Given the reactants C([Li])CCC.[CH:6]([NH:9][CH:10]([CH3:12])C)([CH3:8])C.FC1[C:19]([I:20])=CC=CN=1.[C:21](O[C:21](=O)[CH:22]([CH3:24])[CH3:23])(=O)[CH:22]([CH3:24])[CH3:23].O.[NH2:33][NH2:34], predict the reaction product. (4) Given the reactants [N+:1]([C:4]1[CH:5]=[C:6]([C:10]2[CH:18]=[C:17]3[C:13]([C:14]([C:25]4[CH:30]=[CH:29][C:28]([OH:31])=[CH:27][CH:26]=4)=[CH:15][N:16]3[C:19]3[CH:24]=[CH:23][N:22]=[CH:21][CH:20]=3)=[CH:12][CH:11]=2)[CH:7]=[CH:8][CH:9]=1)([O-])=O, predict the reaction product. The product is: [NH2:1][C:4]1[CH:5]=[C:6]([C:10]2[CH:18]=[C:17]3[C:13]([C:14]([C:25]4[CH:30]=[CH:29][C:28]([OH:31])=[CH:27][CH:26]=4)=[CH:15][N:16]3[C:19]3[CH:20]=[CH:21][N:22]=[CH:23][CH:24]=3)=[CH:12][CH:11]=2)[CH:7]=[CH:8][CH:9]=1.